This data is from Forward reaction prediction with 1.9M reactions from USPTO patents (1976-2016). The task is: Predict the product of the given reaction. (1) Given the reactants [OH:1][C@H:2]([CH2:11][C@H:12]([OH:15])[CH2:13][OH:14])[CH2:3][C:4]([O:6][C:7]([CH3:10])([CH3:9])[CH3:8])=[O:5].C([CH2:18][C:19]([O-])=[O:20])=C, predict the reaction product. The product is: [C:19]([O:14][CH2:13][C@@H:12]([OH:15])[CH2:11][C@@H:2]([OH:1])[CH2:3][C:4]([O:6][C:7]([CH3:10])([CH3:8])[CH3:9])=[O:5])(=[O:20])[CH3:18]. (2) The product is: [CH:20]1([C:18]([C:12]2[CH:13]=[C:14]([CH3:17])[CH:15]=[CH:16][C:11]=2[NH:10][C:8]([NH:7][C:5]2[S:6][C:2]([S:30][C:26]3[NH:25][CH:29]=[CH:28][N:27]=3)=[CH:3][N:4]=2)=[O:9])=[O:19])[CH2:24][CH2:23][CH2:22][CH2:21]1. Given the reactants Br[C:2]1[S:6][C:5]([NH:7][C:8]([NH:10][C:11]2[CH:16]=[CH:15][C:14]([CH3:17])=[CH:13][C:12]=2[C:18]([CH:20]2[CH2:24][CH2:23][CH2:22][CH2:21]2)=[O:19])=[O:9])=[N:4][CH:3]=1.[NH:25]1[CH:29]=[CH:28][N:27]=[C:26]1[SH:30], predict the reaction product. (3) Given the reactants [F-].C([N+](CCCC)(CCCC)CCCC)CCC.C(C[Si]([O:29][C:30]1[CH:35]=[CH:34][CH:33]=[C:32](O[Si](C(C)(C)C)(C)C)[C:31]=1[CH:44]1[CH2:49][CH2:48][C:47](=[CH2:50])[CH2:46][CH2:45]1)(C(C)C)C)(C)(C)C.[O:51]1CCCC1, predict the reaction product. The product is: [CH2:50]=[C:47]1[CH2:48][CH2:49][CH:44]([C:31]2[CH:32]=[CH:33][C:34]([OH:51])=[CH:35][C:30]=2[OH:29])[CH2:45][CH2:46]1. (4) The product is: [CH:31]1([CH:27]([C:21]2[CH:22]=[CH:23][CH:24]=[CH:25][CH:26]=2)[C:28]([N:3]2[CH2:4][CH2:5][C:6]3[N:7]([CH2:15][C:16]([O:18][CH2:19][CH3:20])=[O:17])[C:8]4[CH:9]=[CH:10][CH:11]=[CH:12][C:13]=4[C:14]=3[CH2:2]2)=[O:29])[CH2:36][CH2:35][CH2:34][CH2:33][CH2:32]1. Given the reactants Cl.[CH2:2]1[C:14]2[C:13]3[CH:12]=[CH:11][CH:10]=[CH:9][C:8]=3[N:7]([CH2:15][C:16]([O:18][CH2:19][CH3:20])=[O:17])[C:6]=2[CH2:5][CH2:4][NH:3]1.[CH:21]1([CH:27]([C:31]2[CH:36]=[CH:35][CH:34]=[CH:33][CH:32]=2)[C:28](O)=[O:29])[CH2:26][CH2:25][CH2:24][CH2:23][CH2:22]1.CCN(C(C)C)C(C)C.O=P(Cl)(Cl)Cl.C([O-])(O)=O.[Na+], predict the reaction product. (5) Given the reactants [Cl:1][C:2]1[CH:3]=[C:4]([C:10]([N:12]2[C:17]3[CH:18]=[CH:19][CH:20]=[CH:21][C:16]=3[O:15][CH2:14][CH2:13]2)=[O:11])[CH:5]=[C:6]([Cl:9])[C:7]=1[OH:8].[C:22](=O)([O-])[O-].[K+].[K+].IC, predict the reaction product. The product is: [Cl:1][C:2]1[CH:3]=[C:4]([C:10]([N:12]2[C:17]3[CH:18]=[CH:19][CH:20]=[CH:21][C:16]=3[O:15][CH2:14][CH2:13]2)=[O:11])[CH:5]=[C:6]([Cl:9])[C:7]=1[O:8][CH3:22].